This data is from Forward reaction prediction with 1.9M reactions from USPTO patents (1976-2016). The task is: Predict the product of the given reaction. (1) Given the reactants [CH3:1][O:2][C:3]1[CH:8]=[C:7]([C:9]2[CH:10]=[N:11][N:12]([CH3:14])[CH:13]=2)[CH:6]=[CH:5][C:4]=1[NH:15][CH:16]=O.[CH:18]1([CH2:21][O:22][C:23]2[C:28]3[N:29]=C(S(C)(=O)=O)[N:31]=[CH:32][C:27]=3[CH:26]=[CH:25][N:24]=2)[CH2:20][CH2:19]1, predict the reaction product. The product is: [CH:18]1([CH2:21][O:22][C:23]2[C:28]3[N:29]=[C:16]([NH:15][C:4]4[CH:5]=[CH:6][C:7]([C:9]5[CH:10]=[N:11][N:12]([CH3:14])[CH:13]=5)=[CH:8][C:3]=4[O:2][CH3:1])[N:31]=[CH:32][C:27]=3[CH:26]=[CH:25][N:24]=2)[CH2:19][CH2:20]1. (2) Given the reactants C(O[C:4](=[O:13])[C:5](=[CH:11][NH2:12])[C:6]([O:8]CC)=[O:7])C.[C:14]1([N:20]=[C:21]=[O:22])[CH:19]=[CH:18][CH:17]=[CH:16][CH:15]=1.[CH:23](N(CC)C(C)C)(C)[CH3:24].CC[O-].[Na+].C(O)C, predict the reaction product. The product is: [CH2:23]([N:12]1[CH:11]=[C:5]([C:6]([OH:8])=[O:7])[C:4](=[O:13])[N:20]([C:14]2[CH:19]=[CH:18][CH:17]=[CH:16][CH:15]=2)[C:21]1=[O:22])[CH3:24]. (3) Given the reactants Cl.[NH2:2][C@H:3]1[CH2:7][CH2:6][N:5]([CH2:8][C:9]2[CH:18]=[C:17]3[C:12]([CH:13]=[CH:14][C:15]([Cl:19])=[N:16]3)=[CH:11][CH:10]=2)[C:4]1=[O:20].[Cl:21][C:22]1[CH:23]=[CH:24][C:25]2[CH:29]=[C:28]([S:30](Cl)(=[O:32])=[O:31])[S:27][C:26]=2[CH:34]=1.COC1C=C2C(C=CC(S(Cl)(=O)=O)=C2)=CC=1, predict the reaction product. The product is: [Cl:19][C:15]1[CH:14]=[CH:13][C:12]2[C:17](=[CH:18][C:9]([CH2:8][N:5]3[CH2:6][CH2:7][C@H:3]([NH:2][S:30]([C:28]4[S:27][C:26]5[CH:34]=[C:22]([Cl:21])[CH:23]=[CH:24][C:25]=5[CH:29]=4)(=[O:32])=[O:31])[C:4]3=[O:20])=[CH:10][CH:11]=2)[N:16]=1. (4) Given the reactants [C:1]([O:5][C:6]([NH:8][C@@H:9]1[CH2:14][CH2:13][CH2:12][N:11](C(OCC2C=CC=CC=2)=O)[C@@H:10]1[CH3:25])=[O:7])([CH3:4])([CH3:3])[CH3:2], predict the reaction product. The product is: [CH3:25][C@@H:10]1[C@H:9]([NH:8][C:6](=[O:7])[O:5][C:1]([CH3:4])([CH3:3])[CH3:2])[CH2:14][CH2:13][CH2:12][NH:11]1. (5) Given the reactants I([O-])(=O)(=O)=O.[Na+].[Cl:7][C:8]1[CH:9]=[C:10](/[CH:15]=[CH:16]/[C:17]([N:19]2[CH2:24][CH2:23][N:22]([CH2:25][CH2:26][CH2:27][CH:28]=C)[C:21](=[O:30])[CH:20]2[CH3:31])=[O:18])[CH:11]=[CH:12][C:13]=1[Cl:14].ClC1C=C(/C=C/C(N2C[CH2:48][N:47]([CH2:50][CH2:51][CH2:52][CH:53]=O)C(=O)C2)=O)C=CC=1Cl.N1CCCCC1.B.N1C=CC=CC=1.C(O)(=O)C.[OH-].[NH4+], predict the reaction product. The product is: [Cl:7][C:8]1[CH:9]=[C:10](/[CH:15]=[CH:16]/[C:17]([N:19]2[CH2:24][CH2:23][N:22]([CH2:25][CH2:26][CH2:27][CH2:28][N:47]3[CH2:48][CH2:53][CH2:52][CH2:51][CH2:50]3)[C:21](=[O:30])[CH:20]2[CH3:31])=[O:18])[CH:11]=[CH:12][C:13]=1[Cl:14]. (6) Given the reactants C1C=CC(P(C2C=CC=CC=2)C2C=CC=CC=2)=CC=1.[OH:20][C:21]1[CH:22]=[CH:23][CH:24]=[C:25]2[C:30]=1[N:29]=[C:28]([CH3:31])[CH:27]=[CH:26]2.C1C=CC(COC(/N=N/C(OCC2C=CC=CC=2)=O)=O)=CC=1.[NH2:54][C:55]1[CH:64]=[CH:63][C:62]2[C:57](=[C:58]([O:65][CH2:66][CH2:67][CH2:68]O)[CH:59]=[CH:60][CH:61]=2)[N:56]=1, predict the reaction product. The product is: [CH3:31][C:28]1[CH:27]=[CH:26][C:25]2[C:30](=[C:21]([O:20][CH2:68][CH2:67][CH2:66][O:65][C:58]3[CH:59]=[CH:60][CH:61]=[C:62]4[C:57]=3[N:56]=[C:55]([NH2:54])[CH:64]=[CH:63]4)[CH:22]=[CH:23][CH:24]=2)[N:29]=1. (7) Given the reactants [N:1]([C:4]1([C:7]([F:10])([F:9])[F:8])[CH2:6][CH2:5]1)=[C:2]=[O:3].Cl.[CH3:12][N:13]1[CH2:18][CH2:17][N:16]([C:19]2[CH:24]=[C:23]([C:25]3[CH:34]=[C:33]4[C:28]([CH2:29][CH2:30][NH:31][CH2:32]4)=[CH:27][CH:26]=3)[N:22]=[C:21]([NH2:35])[N:20]=2)[CH2:15][CH2:14]1, predict the reaction product. The product is: [NH2:35][C:21]1[N:22]=[C:23]([C:25]2[CH:34]=[C:33]3[C:28]([CH2:29][CH2:30][N:31]([C:2]([NH:1][C:4]4([C:7]([F:10])([F:9])[F:8])[CH2:6][CH2:5]4)=[O:3])[CH2:32]3)=[CH:27][CH:26]=2)[CH:24]=[C:19]([N:16]2[CH2:15][CH2:14][N:13]([CH3:12])[CH2:18][CH2:17]2)[N:20]=1. (8) Given the reactants C([N:8]([CH3:24])[C:9]1[N:14]=[CH:13][C:12](B2OC(C)(C)C(C)(C)O2)=[CH:11][CH:10]=1)(OC(C)(C)C)=O.Br[C:26]1[CH:35]=[CH:34][C:33]2[N:32]=[CH:31][C:30]3[N:36]([CH3:48])[C:37](=[O:47])[N:38]([C:39]4[C:40]([O:45][CH3:46])=[N:41][CH:42]=[CH:43][CH:44]=4)[C:29]=3[C:28]=2[CH:27]=1, predict the reaction product. The product is: [CH3:46][O:45][C:40]1[C:39]([N:38]2[C:29]3[C:28]4[CH:27]=[C:26]([C:12]5[CH:13]=[N:14][C:9]([NH:8][CH3:24])=[CH:10][CH:11]=5)[CH:35]=[CH:34][C:33]=4[N:32]=[CH:31][C:30]=3[N:36]([CH3:48])[C:37]2=[O:47])=[CH:44][CH:43]=[CH:42][N:41]=1. (9) The product is: [CH3:1][N:2]([C:46](=[O:47])[C:45]1[CH:49]=[C:41]([CH2:40][C:34]2[C:35](=[O:39])[C:36]([O:37][CH3:38])=[C:31]([O:30][CH3:29])[C:32](=[O:55])[C:33]=2[CH3:54])[CH:42]=[CH:43][C:44]=1[O:50][C:51](=[O:53])[CH3:52])[C:3]1[CH:4]=[CH:5][C:6]([C:9]([F:10])([F:11])[F:12])=[CH:7][CH:8]=1. Given the reactants [CH3:1][NH:2][C:3]1[CH:8]=[CH:7][C:6]([C:9]([F:12])([F:11])[F:10])=[CH:5][CH:4]=1.C(N(CC)CC)C.[Cl-].ClC1N(C)CC[NH+]1C.[CH3:29][O:30][C:31]1[C:32](=[O:55])[C:33]([CH3:54])=[C:34]([CH2:40][C:41]2[CH:42]=[CH:43][C:44]([O:50][C:51](=[O:53])[CH3:52])=[C:45]([CH:49]=2)[C:46](O)=[O:47])[C:35](=[O:39])[C:36]=1[O:37][CH3:38], predict the reaction product. (10) Given the reactants [O:1]1[C:5]2([CH2:10][CH2:9][NH:8][CH2:7][CH2:6]2)[O:4][CH2:3][CH2:2]1.I[C:12]1[CH:13]=[N:14][CH:15]=[CH:16][CH:17]=1.C1(P(C2CCCCC2)C2C=CC=CC=2C2C(C(C)C)=CC(C(C)C)=CC=2C(C)C)CCCCC1.C(=O)([O-])[O-].[Cs+].[Cs+], predict the reaction product. The product is: [N:14]1[CH:15]=[CH:16][CH:17]=[C:12]([N:8]2[CH2:9][CH2:10][C:5]3([O:4][CH2:3][CH2:2][O:1]3)[CH2:6][CH2:7]2)[CH:13]=1.